This data is from NCI-60 drug combinations with 297,098 pairs across 59 cell lines. The task is: Regression. Given two drug SMILES strings and cell line genomic features, predict the synergy score measuring deviation from expected non-interaction effect. (1) Drug 1: CC(C1=C(C=CC(=C1Cl)F)Cl)OC2=C(N=CC(=C2)C3=CN(N=C3)C4CCNCC4)N. Drug 2: C1CCC(C(C1)N)N.C(=O)(C(=O)[O-])[O-].[Pt+4]. Cell line: UACC62. Synergy scores: CSS=17.8, Synergy_ZIP=-3.61, Synergy_Bliss=1.62, Synergy_Loewe=-1.75, Synergy_HSA=2.14. (2) Drug 1: C1=NC(=NC(=O)N1C2C(C(C(O2)CO)O)O)N. Drug 2: C1=CN(C=N1)CC(O)(P(=O)(O)O)P(=O)(O)O. Cell line: NCI-H460. Synergy scores: CSS=63.8, Synergy_ZIP=-1.59, Synergy_Bliss=0.354, Synergy_Loewe=-10.5, Synergy_HSA=0.0598.